This data is from Reaction yield outcomes from USPTO patents with 853,638 reactions. The task is: Predict the reaction yield, written as a fraction of the theoretical maximum amount of product (1.0 means a 100% yield; for example, 0.34 means a 34% yield). (1) The reactants are C[O:2][C:3](=S)[NH:4][C:5]1[C:10]([CH3:11])=[CH:9][CH:8]=[CH:7][N:6]=1.[CH3:13][O:14][C:15]1[CH:20]=[CH:19][C:18]([CH3:21])=[CH:17][C:16]=1[NH:22][C:23]([NH:25][C:26]1[CH:31]=[CH:30][C:29]([N:32]2[CH2:37][CH2:36][NH:35][CH2:34][CH2:33]2)=[CH:28][CH:27]=1)=[O:24]. The catalyst is C(#N)C. The product is [CH3:11][C:10]1[C:5]([NH:4][C:3]([N:35]2[CH2:36][CH2:37][N:32]([C:29]3[CH:30]=[CH:31][C:26]([NH:25][C:23]([NH:22][C:16]4[CH:17]=[C:18]([CH3:21])[CH:19]=[CH:20][C:15]=4[O:14][CH3:13])=[O:24])=[CH:27][CH:28]=3)[CH2:33][CH2:34]2)=[O:2])=[N:6][CH:7]=[CH:8][CH:9]=1. The yield is 0.730. (2) The reactants are [CH2:1]([O:3][C:4]([C:6]1[NH:7][C:8]([CH3:21])=[C:9]([C:12]2[CH:17]=[CH:16][C:15]([C:18]([OH:20])=O)=[CH:14][CH:13]=2)[C:10]=1[CH3:11])=[O:5])[CH3:2].C(Cl)(=O)C(Cl)=O.[NH2:28][C:29]1[CH:34]=[CH:33][CH:32]=[CH:31][CH:30]=1.C(=O)(O)[O-].[Na+]. The catalyst is CN(C=O)C.C(Cl)Cl.C(OCC)(=O)C. The product is [CH2:1]([O:3][C:4]([C:6]1[NH:7][C:8]([CH3:21])=[C:9]([C:12]2[CH:13]=[CH:14][C:15]([C:18](=[O:20])[NH:28][C:29]3[CH:34]=[CH:33][CH:32]=[CH:31][CH:30]=3)=[CH:16][CH:17]=2)[C:10]=1[CH3:11])=[O:5])[CH3:2]. The yield is 0.180. (3) The reactants are O1[C:5]2([CH2:10][CH2:9][CH:8]([N:11]3[C:16](=[O:17])[C:15]([CH2:18][C:19]4[CH:24]=[CH:23][C:22]([C:25]5[C:26]([C:31]#[N:32])=[CH:27][CH:28]=[CH:29][CH:30]=5)=[CH:21][C:20]=4[F:33])=[C:14]([CH2:34][CH2:35][CH3:36])[N:13]4[N:37]=[CH:38][CH:39]=[C:12]34)[CH2:7][CH2:6]2)[O:4]CC1.Cl.[OH-].[Na+]. The catalyst is O1CCCC1.C(OCC)(=O)C. The product is [F:33][C:20]1[CH:21]=[C:22]([C:25]2[C:26]([C:31]#[N:32])=[CH:27][CH:28]=[CH:29][CH:30]=2)[CH:23]=[CH:24][C:19]=1[CH2:18][C:15]1[C:16](=[O:17])[N:11]([C@H:8]2[CH2:9][CH2:10][C@H:5]([OH:4])[CH2:6][CH2:7]2)[C:12]2[N:13]([N:37]=[CH:38][CH:39]=2)[C:14]=1[CH2:34][CH2:35][CH3:36]. The yield is 0.910. (4) The reactants are [Na].[C:2](=O)([O:5]C)[O:3][CH3:4].[CH2:8]([N:10]1[C:18]2[C:13](=[CH:14][C:15]([C:19]3([CH3:24])[O:23][CH2:22][CH2:21][O:20]3)=[CH:16][CH:17]=2)[CH2:12][C:11]1=[O:25])[CH3:9]. The product is [CH3:4][O:3][C:2]([CH:12]1[C:13]2[C:18](=[CH:17][CH:16]=[C:15]([C:19]3([CH3:24])[O:20][CH2:21][CH2:22][O:23]3)[CH:14]=2)[N:10]([CH2:8][CH3:9])[C:11]1=[O:25])=[O:5]. The catalyst is CO. The yield is 0.700. (5) The product is [CH3:3][O:4][C:5]1[N:10]=[CH:9][C:8]([N:11]2[CH2:26][CH2:25][C:14]3[N:15]=[CH:16][N:17]=[C:18]([O:19][C@H:20]4[CH2:24][CH2:23][N:22]([C:48]([N:45]5[CH2:46][CH2:47][N:42]([C:39](=[O:41])[CH3:40])[CH2:43][CH2:44]5)=[O:49])[CH2:21]4)[C:13]=3[CH2:12]2)=[CH:7][C:6]=1[C:27]([F:30])([F:28])[F:29]. The reactants are Cl.Cl.[CH3:3][O:4][C:5]1[N:10]=[CH:9][C:8]([N:11]2[CH2:26][CH2:25][C:14]3[N:15]=[CH:16][N:17]=[C:18]([O:19][C@H:20]4[CH2:24][CH2:23][NH:22][CH2:21]4)[C:13]=3[CH2:12]2)=[CH:7][C:6]=1[C:27]([F:30])([F:29])[F:28].C(N(CC)CC)C.[I-].[C:39]([N:42]1[CH2:47][CH2:46][N:45]([C:48]([NH+]2C=CN(C)C2)=[O:49])[CH2:44][CH2:43]1)(=[O:41])[CH3:40]. The catalyst is C(Cl)Cl. The yield is 0.250. (6) The reactants are [H-].[Na+].[CH3:3][S:4]([NH-:7])(=[O:6])=[O:5].[C:8]([C:10]1[CH:11]=[C:12]2[C:17](=[CH:18][C:19]=1[O:20][CH2:21][CH2:22][O:23][CH3:24])[N:16]=[CH:15][CH:14]=[C:13]2[O:25][C:26]1[CH:31]=[CH:30][C:29]([NH:32][C:33](=O)[O:34]C2C=CC=CC=2)=[CH:28][CH:27]=1)#[N:9]. The catalyst is O1CCCC1. The product is [C:8]([C:10]1[CH:11]=[C:12]2[C:17](=[CH:18][C:19]=1[O:20][CH2:21][CH2:22][O:23][CH3:24])[N:16]=[CH:15][CH:14]=[C:13]2[O:25][C:26]1[CH:27]=[CH:28][C:29]([NH:32][C:33]([NH:7][S:4]([CH3:3])(=[O:6])=[O:5])=[O:34])=[CH:30][CH:31]=1)#[N:9]. The yield is 0.750.